This data is from Full USPTO retrosynthesis dataset with 1.9M reactions from patents (1976-2016). The task is: Predict the reactants needed to synthesize the given product. (1) Given the product [Cl:25][C:17]1[C:12]([N:7]2[C:8]3[C:4](=[CH:3][C:2]([Cl:1])=[CH:10][C:9]=3[Cl:11])[CH2:5][CH2:6]2)=[N:13][C:14]([CH3:24])=[N:15][C:16]=1[NH:18][CH:19]([CH2:22][CH3:23])[CH2:20][CH3:21], predict the reactants needed to synthesize it. The reactants are: [Cl:1][C:2]1[CH:3]=[C:4]2[C:8](=[C:9]([Cl:11])[CH:10]=1)[N:7]([C:12]1[CH:17]=[C:16]([NH:18][CH:19]([CH2:22][CH3:23])[CH2:20][CH3:21])[N:15]=[C:14]([CH3:24])[N:13]=1)[CH2:6][CH2:5]2.[Cl:25]N1C(=O)CCC1=O. (2) Given the product [Cl:1][C:2]1[CH:3]=[CH:4][C:5]([O:25][CH:26]([F:28])[F:27])=[C:6]([C:8]2[C:13]([O:14][CH3:15])=[CH:12][N:11]([CH:16]([CH2:20][CH2:21][O:22][CH3:23])[C:17]([NH:29][C:30]3[CH:42]=[CH:41][C:33]([C:34]([O:36][C:37]([CH3:38])([CH3:39])[CH3:40])=[O:35])=[CH:32][CH:31]=3)=[O:18])[C:10](=[O:24])[CH:9]=2)[CH:7]=1, predict the reactants needed to synthesize it. The reactants are: [Cl:1][C:2]1[CH:3]=[CH:4][C:5]([O:25][CH:26]([F:28])[F:27])=[C:6]([C:8]2[C:13]([O:14][CH3:15])=[CH:12][N:11]([CH:16]([CH2:20][CH2:21][O:22][CH3:23])[C:17](O)=[O:18])[C:10](=[O:24])[CH:9]=2)[CH:7]=1.[NH2:29][C:30]1[CH:42]=[CH:41][C:33]([C:34]([O:36][C:37]([CH3:40])([CH3:39])[CH3:38])=[O:35])=[CH:32][CH:31]=1.